Dataset: Peptide-MHC class II binding affinity with 134,281 pairs from IEDB. Task: Regression. Given a peptide amino acid sequence and an MHC pseudo amino acid sequence, predict their binding affinity value. This is MHC class II binding data. (1) The peptide sequence is GPSLYSIVSPFIPLL. The MHC is DRB1_1501 with pseudo-sequence DRB1_1501. The binding affinity (normalized) is 0.574. (2) The peptide sequence is SQTTAIPSCPEGT. The MHC is DRB5_0101 with pseudo-sequence DRB5_0101. The binding affinity (normalized) is 0.